Dataset: Full USPTO retrosynthesis dataset with 1.9M reactions from patents (1976-2016). Task: Predict the reactants needed to synthesize the given product. (1) Given the product [Br:15][C:11]1[N:10]=[CH:9][C:8]2=[N:7][N:6]([CH2:5][C:2]([NH:1][C:23](=[S:24])[C:22]3[CH:21]=[CH:20][C:19]([C:18]([F:17])([F:28])[F:29])=[CH:27][CH:26]=3)([C:3]#[N:4])[CH3:16])[CH:14]=[C:13]2[CH:12]=1, predict the reactants needed to synthesize it. The reactants are: [NH2:1][C:2]([CH3:16])([CH2:5][N:6]1[CH:14]=[C:13]2[C:8]([CH:9]=[N:10][C:11]([Br:15])=[CH:12]2)=[N:7]1)[C:3]#[N:4].[F:17][C:18]([F:29])([F:28])[C:19]1[CH:27]=[CH:26][C:22]([C:23](Cl)=[S:24])=[CH:21][CH:20]=1. (2) Given the product [C:1]1([CH3:10])[CH:6]=[CH:5][CH:4]=[C:3]([O:17][C:18]2[CH:19]=[C:20]([CH:26]=[CH:27][CH:28]=2)[C:21]([O:23][CH2:24][CH3:25])=[O:22])[CH:2]=1, predict the reactants needed to synthesize it. The reactants are: [C:1]1([CH3:10])[CH:6]=[CH:5][CH:4]=[C:3](B(O)O)[CH:2]=1.N1C=CC=CC=1.[OH:17][C:18]1[CH:19]=[C:20]([CH:26]=[CH:27][CH:28]=1)[C:21]([O:23][CH2:24][CH3:25])=[O:22]. (3) Given the product [CH2:3]([O:10][C:14]1[CH:15]=[CH:16][N:17]=[C:12]([Cl:11])[N:13]=1)[C:4]1[CH:9]=[CH:8][CH:7]=[CH:6][CH:5]=1, predict the reactants needed to synthesize it. The reactants are: [H-].[Na+].[CH2:3]([OH:10])[C:4]1[CH:9]=[CH:8][CH:7]=[CH:6][CH:5]=1.[Cl:11][C:12]1[N:17]=[C:16](Cl)[CH:15]=[CH:14][N:13]=1. (4) Given the product [CH3:1][O:2][C:3](=[O:23])[C:4]1[CH:5]=[CH:6][C:7]([N:10]2[CH2:15][CH2:14][NH:13][CH2:12][CH2:11]2)=[CH:8][CH:9]=1, predict the reactants needed to synthesize it. The reactants are: [CH3:1][O:2][C:3](=[O:23])[C:4]1[CH:9]=[CH:8][C:7]([N:10]2[CH2:15][CH2:14][N:13](CC3C=CC=CC=3)[CH2:12][CH2:11]2)=[CH:6][CH:5]=1.[H][H]. (5) Given the product [CH3:3][NH:4][C:8]([C:10]1[CH:14]=[C:13]([O:15][CH2:16][CH2:17][CH2:18][N:19]2[CH2:20][CH2:21][N:22]([C:25]3[C:33]4[CH:32]=[CH:31][S:30][C:29]=4[CH:28]=[CH:27][CH:26]=3)[CH2:23][CH2:24]2)[N:12]([CH2:34][CH:35]=[CH2:36])[N:11]=1)=[O:9], predict the reactants needed to synthesize it. The reactants are: CO.[CH3:3][NH2:4].C(O[C:8]([C:10]1[CH:14]=[C:13]([O:15][CH2:16][CH2:17][CH2:18][N:19]2[CH2:24][CH2:23][N:22]([C:25]3[C:33]4[CH:32]=[CH:31][S:30][C:29]=4[CH:28]=[CH:27][CH:26]=3)[CH2:21][CH2:20]2)[N:12]([CH2:34][CH:35]=[CH2:36])[N:11]=1)=[O:9])C. (6) Given the product [CH3:28][C:26]1[CH:25]=[CH:24][N:23]=[C:22]([NH:21][C:15]2[S:16][C:17]([C:18](=[O:20])[CH3:19])=[C:13]([C:11]3[CH:12]=[N:8][NH:9][CH:10]=3)[N:14]=2)[N:27]=1, predict the reactants needed to synthesize it. The reactants are: COC1C=CC(C[N:8]2[CH:12]=[C:11]([C:13]3[N:14]=[C:15]([NH:21][C:22]4[N:27]=[C:26]([CH3:28])[CH:25]=[CH:24][N:23]=4)[S:16][C:17]=3[C:18](=[O:20])[CH3:19])[CH:10]=[N:9]2)=CC=1.FC(F)(F)S(O)(=O)=O.C([O-])([O-])=O.[Na+].[Na+]. (7) Given the product [Cl:12][C:5]1[C:6]2[C:11](=[CH:10][CH:9]=[CH:8][CH:7]=2)[C:2]([C:20]2[CH:21]=[CH:22][C:17]([C:15]([O:14][CH3:13])=[O:16])=[CH:18][CH:19]=2)=[N:3][N:4]=1, predict the reactants needed to synthesize it. The reactants are: Cl[C:2]1[C:11]2[C:6](=[CH:7][CH:8]=[CH:9][CH:10]=2)[C:5]([Cl:12])=[N:4][N:3]=1.[CH3:13][O:14][C:15]([C:17]1[CH:22]=[CH:21][C:20](B(O)O)=[CH:19][CH:18]=1)=[O:16].[O-]P([O-])([O-])=O.[K+].[K+].[K+].[OH-].[Na+]. (8) Given the product [C:1]([C:4]1[C:5]([C:21](=[O:23])[CH3:22])=[C:6]([CH3:20])[N:7]([C:10]2[CH:15]=[CH:14][C:13]([O:16][CH3:17])=[CH:12][C:11]=2[OH:18])[C:8]=1[CH3:9])(=[O:3])[CH3:2], predict the reactants needed to synthesize it. The reactants are: [C:1]([C:4]1[C:5]([C:21](=[O:23])[CH3:22])=[C:6]([CH3:20])[N:7]([C:10]2[CH:15]=[CH:14][C:13]([O:16][CH3:17])=[CH:12][C:11]=2[O:18]C)[C:8]=1[CH3:9])(=[O:3])[CH3:2].C([S-])C.[Na+].